This data is from NCI-60 drug combinations with 297,098 pairs across 59 cell lines. The task is: Regression. Given two drug SMILES strings and cell line genomic features, predict the synergy score measuring deviation from expected non-interaction effect. (1) Drug 1: CS(=O)(=O)C1=CC(=C(C=C1)C(=O)NC2=CC(=C(C=C2)Cl)C3=CC=CC=N3)Cl. Drug 2: CN(C(=O)NC(C=O)C(C(C(CO)O)O)O)N=O. Cell line: HS 578T. Synergy scores: CSS=-0.316, Synergy_ZIP=2.78, Synergy_Bliss=4.95, Synergy_Loewe=-1.62, Synergy_HSA=-1.67. (2) Drug 1: C1=NC2=C(N1)C(=S)N=CN2. Drug 2: C1CN(P(=O)(OC1)NCCCl)CCCl. Cell line: NCI-H322M. Synergy scores: CSS=24.7, Synergy_ZIP=5.26, Synergy_Bliss=5.85, Synergy_Loewe=-21.1, Synergy_HSA=4.57. (3) Drug 2: CCCCC(=O)OCC(=O)C1(CC(C2=C(C1)C(=C3C(=C2O)C(=O)C4=C(C3=O)C=CC=C4OC)O)OC5CC(C(C(O5)C)O)NC(=O)C(F)(F)F)O. Drug 1: CC1OCC2C(O1)C(C(C(O2)OC3C4COC(=O)C4C(C5=CC6=C(C=C35)OCO6)C7=CC(=C(C(=C7)OC)O)OC)O)O. Cell line: KM12. Synergy scores: CSS=22.2, Synergy_ZIP=-4.16, Synergy_Bliss=-1.05, Synergy_Loewe=2.57, Synergy_HSA=2.53. (4) Drug 1: CC1=C(C=C(C=C1)NC2=NC=CC(=N2)N(C)C3=CC4=NN(C(=C4C=C3)C)C)S(=O)(=O)N.Cl. Drug 2: CCC1=CC2CC(C3=C(CN(C2)C1)C4=CC=CC=C4N3)(C5=C(C=C6C(=C5)C78CCN9C7C(C=CC9)(C(C(C8N6C)(C(=O)OC)O)OC(=O)C)CC)OC)C(=O)OC.C(C(C(=O)O)O)(C(=O)O)O. Cell line: COLO 205. Synergy scores: CSS=58.4, Synergy_ZIP=15.7, Synergy_Bliss=8.84, Synergy_Loewe=-38.8, Synergy_HSA=3.65. (5) Drug 1: C1=CC(=CC=C1CC(C(=O)O)N)N(CCCl)CCCl.Cl. Drug 2: C1C(C(OC1N2C=NC3=C2NC=NCC3O)CO)O. Cell line: M14. Synergy scores: CSS=7.78, Synergy_ZIP=-0.0474, Synergy_Bliss=1.20, Synergy_Loewe=-1.57, Synergy_HSA=-1.55. (6) Drug 1: CC1C(C(CC(O1)OC2CC(CC3=C2C(=C4C(=C3O)C(=O)C5=C(C4=O)C(=CC=C5)OC)O)(C(=O)C)O)N)O.Cl. Drug 2: C1CC(C1)(C(=O)O)C(=O)O.[NH2-].[NH2-].[Pt+2]. Cell line: SR. Synergy scores: CSS=80.9, Synergy_ZIP=-4.13, Synergy_Bliss=-5.68, Synergy_Loewe=-5.71, Synergy_HSA=-1.98. (7) Cell line: BT-549. Drug 2: C1CCC(C(C1)N)N.C(=O)(C(=O)[O-])[O-].[Pt+4]. Drug 1: CS(=O)(=O)OCCCCOS(=O)(=O)C. Synergy scores: CSS=18.5, Synergy_ZIP=-3.22, Synergy_Bliss=-4.98, Synergy_Loewe=-2.28, Synergy_HSA=-0.867. (8) Drug 1: C1=NC2=C(N1)C(=S)N=CN2. Drug 2: C(CN)CNCCSP(=O)(O)O. Cell line: OVCAR-8. Synergy scores: CSS=34.2, Synergy_ZIP=-10.1, Synergy_Bliss=0.840, Synergy_Loewe=-61.2, Synergy_HSA=-0.530.